This data is from Reaction yield outcomes from USPTO patents with 853,638 reactions. The task is: Predict the reaction yield, written as a fraction of the theoretical maximum amount of product (1.0 means a 100% yield; for example, 0.34 means a 34% yield). (1) The reactants are [Br:1][C:2]1[CH:7]=[CH:6][CH:5]=[C:4](F)[N:3]=1.[NH:9]1[CH2:15][CH:14]([OH:16])[CH2:13][NH:12][CH2:11][CH2:10]1.CCN(C(C)C)C(C)C. The catalyst is C(O)C. The product is [Br:1][C:2]1[N:3]=[C:4]([N:9]2[CH2:15][CH:14]([OH:16])[CH2:13][NH:12][CH2:11][CH2:10]2)[CH:5]=[CH:6][CH:7]=1. The yield is 0.489. (2) The reactants are [C:1]([C:3]1[CH:8]=[C:7]([N+:9]([O-:11])=[O:10])[CH:6]=[CH:5][C:4]=1/[N:12]=[CH:13]/[N:14](C)C)#[N:2].N[C:18]1[CH:19]=[C:20]([C:24]#[CH:25])[CH:21]=[CH:22][CH:23]=1. The catalyst is CC(O)=O. The product is [C:24]([C:20]1[CH:19]=[C:18]([NH:2][C:1]2[C:3]3[C:4](=[CH:5][CH:6]=[C:7]([N+:9]([O-:11])=[O:10])[CH:8]=3)[N:12]=[CH:13][N:14]=2)[CH:23]=[CH:22][CH:21]=1)#[CH:25]. The yield is 0.930. (3) The reactants are [CH3:1][O:2][C:3]1[CH:8]=[C:7]([O:9]COC)[CH:6]=[CH:5][C:4]=1[C:13]1[C:22]([CH2:23][N:24]([C:42]2[CH:47]=[CH:46][CH:45]=[CH:44][C:43]=2[O:48][CH3:49])[C:25]([O:27][CH2:28][CH:29]2[C:41]3[CH:40]=[CH:39][CH:38]=[CH:37][C:36]=3[C:35]3[C:30]2=[CH:31][CH:32]=[CH:33][CH:34]=3)=[O:26])=[C:21]2[C:16]([NH:17][C:18]([CH3:53])([CH3:52])[C:19](=[O:51])[N:20]2[CH3:50])=[CH:15][CH:14]=1.Cl.O1CCOCC1. The catalyst is O1CCOCC1.C(OCC)(=O)C. The product is [OH:9][C:7]1[CH:6]=[CH:5][C:4]([C:13]2[C:22]([CH2:23][N:24]([C:42]3[CH:47]=[CH:46][CH:45]=[CH:44][C:43]=3[O:48][CH3:49])[C:25]([O:27][CH2:28][CH:29]3[C:41]4[CH:40]=[CH:39][CH:38]=[CH:37][C:36]=4[C:35]4[C:30]3=[CH:31][CH:32]=[CH:33][CH:34]=4)=[O:26])=[C:21]3[C:16]([NH:17][C:18]([CH3:52])([CH3:53])[C:19](=[O:51])[N:20]3[CH3:50])=[CH:15][CH:14]=2)=[C:3]([O:2][CH3:1])[CH:8]=1. The yield is 0.560. (4) The reactants are [F:1][C@H:2]1[CH2:4][C@H:3]1[C:5]([NH:7][C:8]1[N:9]=[CH:10][C:11]2[C:16]([CH:17]=1)=[CH:15][CH:14]=[C:13](B1OC(C)(C)C(C)(C)O1)[CH:12]=2)=[O:6].Br[C:28]1[C:29]([CH3:40])=[CH:30][C:31]([CH:34](N)[C:35](F)([F:37])[F:36])=[N:32][CH:33]=1.C(=O)([O-])[O-:42].[K+].[K+].O1CCOCC1.O.[BH4-].[Na+]. The catalyst is C(OCC)(=O)C.CC(P(C(C)(C)C)C1C=CC(N(C)C)=CC=1)(C)C.CC(P(C(C)(C)C)C1C=CC(N(C)C)=CC=1)(C)C.Cl[Pd]Cl. The product is [F:36][CH:35]([F:37])[CH:34]([C:31]1[N:32]=[CH:33][C:28]([C:13]2[CH:12]=[C:11]3[C:16]([CH:17]=[C:8]([NH:7][C:5]([C@@H:3]4[CH2:4][C@@H:2]4[F:1])=[O:6])[N:9]=[CH:10]3)=[CH:15][CH:14]=2)=[C:29]([CH3:40])[CH:30]=1)[OH:42]. The yield is 0.280. (5) The reactants are [OH:1][CH:2]([CH2:21][C:22]1[CH:27]=[CH:26][CH:25]=[CH:24][CH:23]=1)/[CH:3]=[CH:4]/[C@H:5]1[CH2:10][CH2:9][CH2:8][C:7](=[O:11])[N:6]1[CH2:12][CH2:13][CH2:14][CH2:15][CH2:16][CH2:17][C:18]([OH:20])=[O:19].[CH:28](N=NNC1C=CC(C)=CC=1)([CH3:30])[CH3:29]. The catalyst is CC(C)=O. The product is [CH:28]([O:19][C:18](=[O:20])[CH2:17][CH2:16][CH2:15][CH2:14][CH2:13][CH2:12][N:6]1[C:7](=[O:11])[CH2:8][CH2:9][CH2:10][C@@H:5]1/[CH:4]=[CH:3]/[CH:2]([OH:1])[CH2:21][C:22]1[CH:23]=[CH:24][CH:25]=[CH:26][CH:27]=1)([CH3:30])[CH3:29]. The yield is 0.470. (6) The yield is 0.260. The reactants are C(N(CC)CC)C.[N:8]([C:11]1[CH:18]=[CH:17][C:14]([C:15]#[N:16])=[C:13]([C:19]([F:22])([F:21])[F:20])[CH:12]=1)=[C:9]=[S:10].[CH3:23][N:24]1[CH2:29][CH2:28][C:27]([NH:32][C:33]2[CH:38]=[CH:37][C:36]([CH3:39])=[CH:35][CH:34]=2)([C:30]#[N:31])[CH2:26][CH2:25]1.ClCCl.CC(C)=O. The catalyst is C1COCC1.CC(C)=O. The product is [NH:31]=[C:30]1[C:27]2([CH2:28][CH2:29][N:24]([CH3:23])[CH2:25][CH2:26]2)[N:32]([C:33]2[CH:34]=[CH:35][C:36]([CH3:39])=[CH:37][CH:38]=2)[C:9](=[S:10])[N:8]1[C:11]1[CH:18]=[CH:17][C:14]([C:15]#[N:16])=[C:13]([C:19]([F:20])([F:22])[F:21])[CH:12]=1. (7) The reactants are [CH3:1][C:2]1([CH3:9])[CH2:7][C:6](=O)[CH2:5][CH2:4][S:3]1.[Si](OS(C(F)(F)F)(=O)=O)(C)(C)C.[CH3:22][O:23][C:24]([C:26]1[CH:27]=[C:28]([Br:35])[CH:29]=[C:30]2[C:34]=1[NH:33][CH:32]=[CH:31]2)=[O:25].[SiH](CC)(CC)CC. The catalyst is C(Cl)Cl. The product is [CH3:22][O:23][C:24]([C:26]1[CH:27]=[C:28]([Br:35])[CH:29]=[C:30]2[C:34]=1[NH:33][CH:32]=[C:31]2[CH:6]1[CH2:5][CH2:4][S:3][C:2]([CH3:9])([CH3:1])[CH2:7]1)=[O:25]. The yield is 0.520. (8) The reactants are [CH2:1](Br)[CH:2]=[CH2:3].CCN(CC)CC.C[N:13]1[C@@H:23]2[CH2:24][C:25]3[CH:30]=[CH:29][C:28]([OH:31])=[C:27]4[O:32][C@H:17]5[C:18]([CH:20]=[CH:21][C@:22]2([OH:33])[C@:16]5([C:26]=34)[CH2:15][CH2:14]1)=[O:19]. The catalyst is CN1C(=O)CCC1.O.ClCCl. The product is [CH2:3]=[CH:2][CH2:1][N:13]1[C@@H:23]2[CH2:24][C:25]3[CH:30]=[CH:29][C:28]([OH:31])=[C:27]4[O:32][C@H:17]5[C:18]([CH2:20][CH2:21][C@:22]2([OH:33])[C@:16]5([C:26]=34)[CH2:15][CH2:14]1)=[O:19]. The yield is 0.840.